From a dataset of Peptide-MHC class I binding affinity with 185,985 pairs from IEDB/IMGT. Regression. Given a peptide amino acid sequence and an MHC pseudo amino acid sequence, predict their binding affinity value. This is MHC class I binding data. (1) The peptide sequence is ALTDLGLIYT. The MHC is H-2-Db with pseudo-sequence H-2-Db. The binding affinity (normalized) is 0. (2) The peptide sequence is VTSLDVINY. The MHC is HLA-A30:02 with pseudo-sequence HLA-A30:02. The binding affinity (normalized) is 0.145. (3) The peptide sequence is LGPFQSFV. The MHC is H-2-Db with pseudo-sequence H-2-Db. The binding affinity (normalized) is 0. (4) The peptide sequence is NDFVSDADST. The MHC is HLA-B45:01 with pseudo-sequence HLA-B45:01. The binding affinity (normalized) is 0.273. (5) The peptide sequence is TLNTLITLI. The MHC is HLA-A02:06 with pseudo-sequence HLA-A02:06. The binding affinity (normalized) is 0.367. (6) The peptide sequence is VTCAMFTCKK. The MHC is HLA-A11:01 with pseudo-sequence HLA-A11:01. The binding affinity (normalized) is 0.576.